This data is from Catalyst prediction with 721,799 reactions and 888 catalyst types from USPTO. The task is: Predict which catalyst facilitates the given reaction. (1) Reactant: [Al+3].[Cl-].[Cl-].[Cl-].C[O:6][C:7](=O)[C:8]1[C:13]([CH3:14])=[CH:12][CH:11]=[N:10][C:9]=1[C:15]#[N:16].CC(C[AlH]CC(C)C)C. Product: [NH2:16][CH2:15][C:9]1[C:8]([CH2:7][OH:6])=[C:13]([CH3:14])[CH:12]=[CH:11][N:10]=1. The catalyst class is: 1. (2) Reactant: [BH4-].[Na+].[CH2:3]([S:10][C:11]1[CH:18]=[CH:17][C:14]([CH:15]=[O:16])=[CH:13][CH:12]=1)[C:4]1[CH:9]=[CH:8][CH:7]=[CH:6][CH:5]=1.CO.Cl. Product: [CH2:3]([S:10][C:11]1[CH:12]=[CH:13][C:14]([CH2:15][OH:16])=[CH:17][CH:18]=1)[C:4]1[CH:5]=[CH:6][CH:7]=[CH:8][CH:9]=1. The catalyst class is: 6. (3) Reactant: [OH:1][C:2]1[CH:11]=[C:10]2[C:5]([CH:6]=[CH:7][N:8]([C:13]3[CH:14]=[C:15]([CH:19]=[CH:20][C:21]=3[CH3:22])[C:16]([OH:18])=[O:17])[C:9]2=[O:12])=[CH:4][CH:3]=1.S(Cl)(Cl)=O.[CH3:27]N(C=O)C.CO. Product: [OH:1][C:2]1[CH:11]=[C:10]2[C:5]([CH:6]=[CH:7][N:8]([C:13]3[CH:14]=[C:15]([CH:19]=[CH:20][C:21]=3[CH3:22])[C:16]([O:18][CH3:27])=[O:17])[C:9]2=[O:12])=[CH:4][CH:3]=1. The catalyst class is: 2. (4) Reactant: [Br:1][C:2]1[CH:3]=[N:4][C:5]([O:8]N2C3=NC=CC=C3N=N2)=[N:6][CH:7]=1.[C:18]1(B(O)O)[CH:23]=[CH:22][CH:21]=[CH:20][CH:19]=1.C([O-])([O-])=O.[Cs+].[Cs+]. Product: [Br:1][C:2]1[CH:7]=[N:6][C:5]([O:8][C:18]2[CH:23]=[CH:22][CH:21]=[CH:20][CH:19]=2)=[N:4][CH:3]=1. The catalyst class is: 104. (5) Reactant: [OH:1][C:2]12[CH2:12][C:6]3([CH3:13])[CH2:7][C:8]([CH3:11])([CH2:10][C:4]([C:14]45[CH2:24][C:18]6([CH3:25])[CH2:19][C:20]([CH3:23])([CH2:22][C:16]([OH:26])([CH2:17]6)[CH2:15]4)[CH2:21]5)([CH2:5]3)[CH2:3]1)[CH2:9]2.Br[CH2:28][C:29]#[CH:30].[OH-].[Na+].O1C[CH2:36][CH2:35][CH2:34]1. Product: [CH3:11][C:8]12[CH2:9][C:2]3([O:1][CH2:28][C:29]#[CH:30])[CH2:12][C:6]([CH3:13])([CH2:5][C:4]([C:14]45[CH2:21][C:20]6([CH3:23])[CH2:22][C:16]([O:26][CH2:36][C:35]#[CH:34])([CH2:17][C:18]([CH3:25])([CH2:19]6)[CH2:24]4)[CH2:15]5)([CH2:3]3)[CH2:10]1)[CH2:7]2. The catalyst class is: 6.